This data is from Full USPTO retrosynthesis dataset with 1.9M reactions from patents (1976-2016). The task is: Predict the reactants needed to synthesize the given product. (1) Given the product [F:1][C:2]1[CH:7]=[C:6]([O:8][CH2:9][C:10]2[CH:11]=[N:12][C:13]([O:16][CH3:17])=[CH:14][CH:15]=2)[C:5]([O:18][CH3:19])=[CH:4][C:3]=1[CH2:20][NH:21][C:23]1[CH:28]=[CH:27][C:26]([I:29])=[CH:25][C:24]=1[N+:30]([O-:32])=[O:31], predict the reactants needed to synthesize it. The reactants are: [F:1][C:2]1[CH:7]=[C:6]([O:8][CH2:9][C:10]2[CH:11]=[N:12][C:13]([O:16][CH3:17])=[CH:14][CH:15]=2)[C:5]([O:18][CH3:19])=[CH:4][C:3]=1[CH2:20][NH2:21].F[C:23]1[CH:28]=[CH:27][C:26]([I:29])=[CH:25][C:24]=1[N+:30]([O-:32])=[O:31].C(N(CC)C(C)C)(C)C. (2) Given the product [C:24]([OH:27])(=[O:38])[CH3:25].[F:18][C:16]1([F:19])[CH2:17][N:12]2[C:11]([NH2:20])=[N:10][C:9]([C:4]3[CH:5]=[CH:6][C:7]([F:8])=[C:2]([C:36]4[C:31]([F:30])=[N:32][CH:33]=[CH:34][CH:35]=4)[CH:3]=3)([C:21]3[CH:26]=[CH:25][C:24]([O:27][CH3:28])=[C:23]([CH3:29])[CH:22]=3)[C:13]2=[N:14][CH2:15]1, predict the reactants needed to synthesize it. The reactants are: Br[C:2]1[CH:3]=[C:4]([C:9]2([C:21]3[CH:26]=[CH:25][C:24]([O:27][CH3:28])=[C:23]([CH3:29])[CH:22]=3)[C:13]3=[N:14][CH2:15][C:16]([F:19])([F:18])[CH2:17][N:12]3[C:11]([NH2:20])=[N:10]2)[CH:5]=[CH:6][C:7]=1[F:8].[F:30][C:31]1[C:36](B(O)[OH:38])=[CH:35][CH:34]=[CH:33][N:32]=1.C(=O)([O-])[O-].[Cs+].[Cs+]. (3) Given the product [NH2:1][C:4]1[CH:5]=[N:6][C:7]2[C:12]([C:13]=1[NH:14][CH2:15][CH2:16][CH2:17][C:18]([O:20][CH2:21][CH3:22])=[O:19])=[N:11][CH:10]=[CH:9][CH:8]=2, predict the reactants needed to synthesize it. The reactants are: [N+:1]([C:4]1[CH:5]=[N:6][C:7]2[C:12]([C:13]=1[NH:14][CH2:15][CH2:16][CH2:17][C:18]([O:20][CH2:21][CH3:22])=[O:19])=[N:11][CH:10]=[CH:9][CH:8]=2)([O-])=O. (4) Given the product [N:1]([N:40]1[C:41](=[O:27])[CH2:42][C:22]2[CH:21]=[CH:20][CH:19]=[CH:18][C:17]=2[C:49]2[CH:45]=[CH:46][CH:47]=[CH:44][C:43]1=2)=[N+:2]=[N-:3], predict the reactants needed to synthesize it. The reactants are: [N-:1]=[N+:2]=[N-:3].[CH:17]1[CH:22]=[CH:21][C:20](P([C:17]2[CH:22]=[CH:21][CH:20]=[CH:19][CH:18]=2)[C:17]2[CH:22]=[CH:21][CH:20]=[CH:19][CH:18]=2)=[CH:19][CH:18]=1.CC([O:27]C(OC(OC(C)(C)C)=O)=O)(C)C.CC[N:40]([CH2:43][CH3:44])[CH2:41][CH3:42].[CH2:45]1[CH2:49]O[CH2:47][CH2:46]1.O. (5) Given the product [ClH:35].[Cl:35][C:27]1[CH:28]=[CH:29][CH:30]=[C:31]2[C:33]=1[C:20](=[O:23])[N:10]([C:7]1[CH:8]=[CH:9][C:4]([O:3][CH3:2])=[C:5]([O:11][CH2:12][CH2:13][N:14]3[CH2:19][CH2:18][CH2:17][CH2:16][CH2:15]3)[CH:6]=1)[CH2:32]2, predict the reactants needed to synthesize it. The reactants are: [Br-].[CH3:2][O:3][C:4]1[CH:9]=[CH:8][C:7]([NH2:10])=[CH:6][C:5]=1[O:11][CH2:12][CH2:13][N:14]1[CH2:19][CH2:18][CH2:17][CH2:16][CH2:15]1.[C:20]([O-:23])([O-])=O.[K+].[K+].N1[C:31]([CH3:32])=[CH:30][CH:29]=[CH:28][C:27]=1[CH3:33].[NH4+].[Cl-:35]. (6) Given the product [ClH:1].[F:12][C:13]1[CH:18]=[CH:17][C:16]([C:2]2[CH:3]=[C:4]([CH:9]=[CH:10][N:11]=2)[C:5]([O:7][CH3:8])=[O:6])=[CH:15][CH:14]=1, predict the reactants needed to synthesize it. The reactants are: [Cl:1][C:2]1[CH:3]=[C:4]([CH:9]=[CH:10][N:11]=1)[C:5]([O:7][CH3:8])=[O:6].[F:12][C:13]1[CH:18]=[CH:17][C:16](B(O)O)=[CH:15][CH:14]=1.C(=O)([O-])[O-].[K+].[K+].Cl. (7) Given the product [O:1]=[C:2]1[N:8]2[CH2:9][C@@H:4]([CH2:5][C@H:6]([C:10]([OH:12])=[O:11])[CH2:7]2)[O:3]1, predict the reactants needed to synthesize it. The reactants are: [O:1]=[C:2]1[N:8]2[CH2:9][C@@H:4]([CH2:5][C@H:6]([C:10]([O:12]C(C3C=CC=CC=3)C3C=CC=CC=3)=[O:11])[CH2:7]2)[O:3]1.